Dataset: Catalyst prediction with 721,799 reactions and 888 catalyst types from USPTO. Task: Predict which catalyst facilitates the given reaction. (1) Reactant: [CH2:1]([NH:8][N:9]1[C:21]2[C:20]3[CH:19]=[CH:18][CH:17]=[CH:16][C:15]=3[N:14]=[CH:13][C:12]=2[N:11]=[C:10]1[CH2:22][O:23][CH2:24][CH3:25])[C:2]1[CH:7]=[CH:6][CH:5]=[CH:4][CH:3]=1.C1C=C(Cl)C=C(C(OO)=[O:34])C=1. Product: [CH2:1]([NH:8][N:9]1[C:21]2[C:20]3[CH:19]=[CH:18][CH:17]=[CH:16][C:15]=3[N+:14]([O-:34])=[CH:13][C:12]=2[N:11]=[C:10]1[CH2:22][O:23][CH2:24][CH3:25])[C:2]1[CH:3]=[CH:4][CH:5]=[CH:6][CH:7]=1. The catalyst class is: 2. (2) Reactant: [F:1][C:2]1[C:3]2[CH2:31][NH:30][C:29](=[O:32])[C:4]=2[C:5]([C:23]2[CH:24]=[N:25][N:26]([CH3:28])[CH:27]=2)=[N:6][C:7]=1[NH:8][C@@H:9]1[CH2:14][CH2:13][CH2:12][CH2:11][C@@H:10]1[NH:15]C(=O)OC(C)(C)C.[C:33]([OH:39])([C:35]([F:38])([F:37])[F:36])=[O:34]. Product: [C:33]([OH:39])([C:35]([F:38])([F:37])[F:36])=[O:34].[NH2:15][C@H:10]1[CH2:11][CH2:12][CH2:13][CH2:14][C@H:9]1[NH:8][C:7]1[N:6]=[C:5]([C:23]2[CH:24]=[N:25][N:26]([CH3:28])[CH:27]=2)[C:4]2[C:29](=[O:32])[NH:30][CH2:31][C:3]=2[C:2]=1[F:1]. The catalyst class is: 2. (3) Reactant: C(N[C:7]1[CH:16]=[C:15]([NH:17][C:18](=[O:22])[CH2:19][CH2:20][CH3:21])[C:14]([O:23]C(=O)CCC)=[C:13]2[C:8]=1[CH:9]=[CH:10][C:11]([CH3:29])=[N:12]2)(=O)CCC.[Cr](O[Cr]([O-])(=O)=O)([O-])(=O)=[O:31].[K+].[K+].ClCCl. Product: [C:18]([NH:17][C:15]1[C:14](=[O:23])[C:13]2[N:12]=[C:11]([CH3:29])[CH:10]=[CH:9][C:8]=2[C:7](=[O:31])[CH:16]=1)(=[O:22])[CH2:19][CH2:20][CH3:21]. The catalyst class is: 86. (4) Reactant: [O:1]([C:8]1[CH:28]=[CH:27][C:11]([O:12][CH2:13][CH2:14][CH2:15][O:16][C:17]2[CH:22]=[CH:21][C:20]([S:23]([NH2:26])(=[O:25])=[O:24])=[CH:19][CH:18]=2)=[C:10]([CH2:29][CH2:30][CH3:31])[CH:9]=1)[C:2]1[CH:7]=[CH:6][CH:5]=[CH:4][CH:3]=1.C(=O)([O-])[O-].[K+].[K+].[CH:38]1([N:44]=[C:45]=[O:46])[CH2:43][CH2:42][CH2:41][CH2:40][CH2:39]1. Product: [CH:38]1([NH:44][C:45]([NH:26][S:23]([C:20]2[CH:21]=[CH:22][C:17]([O:16][CH2:15][CH2:14][CH2:13][O:12][C:11]3[CH:27]=[CH:28][C:8]([O:1][C:2]4[CH:7]=[CH:6][CH:5]=[CH:4][CH:3]=4)=[CH:9][C:10]=3[CH2:29][CH2:30][CH3:31])=[CH:18][CH:19]=2)(=[O:24])=[O:25])=[O:46])[CH2:43][CH2:42][CH2:41][CH2:40][CH2:39]1. The catalyst class is: 21. (5) Reactant: Br[C:2]1[CH:3]=[C:4]([C:8]2[CH:13]=[CH:12][CH:11]=[CH:10][N:9]=2)[CH:5]=[CH:6][CH:7]=1.[B:14]1([B:14]2[O:18][C:17]([CH3:20])([CH3:19])[C:16]([CH3:22])([CH3:21])[O:15]2)[O:18][C:17]([CH3:20])([CH3:19])[C:16]([CH3:22])([CH3:21])[O:15]1.C([O-])(=O)C.[K+]. Product: [CH3:21][C:16]1([CH3:22])[C:17]([CH3:20])([CH3:19])[O:18][B:14]([C:2]2[CH:3]=[C:4]([C:8]3[CH:13]=[CH:12][CH:11]=[CH:10][N:9]=3)[CH:5]=[CH:6][CH:7]=2)[O:15]1. The catalyst class is: 294.